From a dataset of Catalyst prediction with 721,799 reactions and 888 catalyst types from USPTO. Predict which catalyst facilitates the given reaction. (1) Reactant: Cl.[CH3:2][NH:3][OH:4].N1C=CC=CC=1.[C:11]([C:19]1[CH:27]=[CH:26][CH:25]=[CH:24][C:20]=1[C:21](Cl)=[O:22])(=[O:18])[C:12]1[CH:17]=[CH:16][CH:15]=[CH:14][CH:13]=1. Product: [CH3:2][N:3]([C:21](=[O:22])[C:20]1[CH:24]=[CH:25][CH:26]=[CH:27][C:19]=1[C:11](=[O:18])[C:12]1[CH:13]=[CH:14][CH:15]=[CH:16][CH:17]=1)[OH:4]. The catalyst class is: 4. (2) Reactant: [NH2:1][C:2]1[S:6][C:5]([NH:7][C:8]2[CH:17]=[CH:16][C:15]3[C:10](=[CH:11][CH:12]=[CH:13][CH:14]=3)[CH:9]=2)=[N:4][C:3]=1[C:18]([NH2:20])=[O:19].[Cl:21][CH2:22][C:23]1[CH:31]=[CH:30][C:26]([C:27](Cl)=[O:28])=[CH:25][CH:24]=1.[N:32]1[CH:37]=[CH:36][CH:35]=[CH:34][CH:33]=1. Product: [Cl-:21].[C:18]([C:3]1[N:4]=[C:5]([NH:7][C:8]2[CH:17]=[CH:16][C:15]3[C:10](=[CH:11][CH:12]=[CH:13][CH:14]=3)[CH:9]=2)[S:6][C:2]=1[NH:1][C:27]([C:26]1[CH:30]=[CH:31][C:23]([CH2:22][N+:32]2[CH:37]=[CH:36][CH:35]=[CH:34][CH:33]=2)=[CH:24][CH:25]=1)=[O:28])(=[O:19])[NH2:20]. The catalyst class is: 142. (3) Product: [I:1][C:2]1[CH:3]=[CH:4][C:5]([O:6][CH2:7][CH2:8][CH2:9][CH2:10][CH2:11][C:12]([OH:14])=[O:13])=[CH:17][CH:18]=1. The catalyst class is: 8. Reactant: [I:1][C:2]1[CH:18]=[CH:17][C:5]([O:6][CH2:7][CH2:8][CH2:9][CH2:10][CH2:11][C:12]([O:14]CC)=[O:13])=[CH:4][CH:3]=1.O.[OH-].[Na+]. (4) Reactant: [CH2:1]([O:5][CH2:6][CH2:7][O:8][C:9]1[CH:14]=[CH:13][C:12]([C:15]2[CH:16]=[CH:17][C:18]3[N:24](C(=O)C(F)(F)F)[CH2:23][CH2:22][C:21]([C:31]([NH:33][C:34]4[CH:39]=[CH:38][C:37]([CH:40]([OH:49])[C:41]5[CH:46]=[CH:45][CH:44]=[C:43]([CH3:47])[N+:42]=5[O-:48])=[CH:36][CH:35]=4)=[O:32])=[CH:20][C:19]=3[CH:50]=2)=[CH:11][CH:10]=1)[CH2:2][CH2:3][CH3:4].[BH4-].[Na+].O. Product: [CH2:1]([O:5][CH2:6][CH2:7][O:8][C:9]1[CH:10]=[CH:11][C:12]([C:15]2[CH:16]=[CH:17][C:18]3[NH:24][CH2:23][CH2:22][C:21]([C:31]([NH:33][C:34]4[CH:35]=[CH:36][C:37]([CH:40]([OH:49])[C:41]5[CH:46]=[CH:45][CH:44]=[C:43]([CH3:47])[N+:42]=5[O-:48])=[CH:38][CH:39]=4)=[O:32])=[CH:20][C:19]=3[CH:50]=2)=[CH:13][CH:14]=1)[CH2:2][CH2:3][CH3:4]. The catalyst class is: 8. (5) Reactant: Br[C:2]1[CH:7]=[C:6]([O:8][CH2:9][O:10][CH3:11])[CH:5]=[CH:4][C:3]=1[CH2:12][C:13]([C:16]1[CH:21]=[CH:20][C:19]([O:22][Si:23]([CH:30]([CH3:32])[CH3:31])([CH:27]([CH3:29])[CH3:28])[CH:24]([CH3:26])[CH3:25])=[CH:18][N:17]=1)([OH:15])[CH3:14].C(=O)([O-])[O-].[Cs+].[Cs+]. Product: [CH3:11][O:10][CH2:9][O:8][C:6]1[CH:5]=[CH:4][C:3]2[CH2:12][C:13]([C:16]3[CH:21]=[CH:20][C:19]([O:22][Si:23]([CH:30]([CH3:32])[CH3:31])([CH:27]([CH3:29])[CH3:28])[CH:24]([CH3:26])[CH3:25])=[CH:18][N:17]=3)([CH3:14])[O:15][C:2]=2[CH:7]=1. The catalyst class is: 11. (6) Reactant: C(C1C2OC(C)(C)CC=2C(C)=C(NC(=O)CC(C)(C)C)C=1C)=O.CC1C=CC=CC=1[Mg]Br.O[CH:34]([C:56]1[CH:61]=[CH:60][CH:59]=[CH:58][C:57]=1[CH3:62])[C:35]1[C:43]2[O:42][C:41]([CH3:45])([CH3:44])[CH2:40][C:39]=2[C:38]([CH3:46])=[C:37]([NH:47][C:48](=[O:54])[CH2:49][C:50]([CH3:53])([CH3:52])[CH3:51])[C:36]=1[CH3:55]. Product: [CH3:51][C:50]([CH3:53])([CH3:52])[CH2:49][C:48]([NH:47][C:37]1[C:36]([CH3:55])=[C:35]([CH2:34][C:56]2[CH:61]=[CH:60][CH:59]=[CH:58][C:57]=2[CH3:62])[C:43]2[O:42][C:41]([CH3:44])([CH3:45])[CH2:40][C:39]=2[C:38]=1[CH3:46])=[O:54]. The catalyst class is: 175. (7) Reactant: [CH3:1][O:2][C:3]([C:5]1[CH:9]=[C:8]([O:10][C:11]2[CH:16]=[CH:15][CH:14]=[CH:13][C:12]=2[NH2:17])[N:7]([C:18]2[CH:23]=[CH:22][CH:21]=[CH:20][CH:19]=2)[N:6]=1)=[O:4].[C:24]([C:28]1[CH:33]=[CH:32][C:31]([N:34]=[C:35]=[O:36])=[CH:30][CH:29]=1)([CH3:27])([CH3:26])[CH3:25].C(N(CC)CC)C. Product: [CH3:1][O:2][C:3]([C:5]1[CH:9]=[C:8]([O:10][C:11]2[CH:16]=[CH:15][CH:14]=[CH:13][C:12]=2[NH:17][C:35]([NH:34][C:31]2[CH:32]=[CH:33][C:28]([C:24]([CH3:27])([CH3:26])[CH3:25])=[CH:29][CH:30]=2)=[O:36])[N:7]([C:18]2[CH:23]=[CH:22][CH:21]=[CH:20][CH:19]=2)[N:6]=1)=[O:4]. The catalyst class is: 1. (8) Reactant: [OH:1][C:2]1[C:7]2[C@@:8]3([OH:45])[C@@:21]([O:25][CH3:26])([C@H:22]([OH:24])[CH2:23][C:6]=2[CH:5]=[C:4]([CH3:46])[C:3]=1[C:47](O)=[O:48])[C:20](=[O:27])[C:19]1[C:10](=[CH:11][C:12]2[C:13](=[O:43])[C:14]([NH:30][CH:31]4[C@H:36]([O:37][CH3:38])[C@H:35]([OH:39])[C@@H:34]([O:40][CH3:41])[C@H:33]([CH3:42])[O:32]4)=[CH:15][C:16](=[O:29])[C:17]=2[C:18]=1[OH:28])[C:9]3=[O:44].O.ON1C2C=CC=CC=2N=N1.[CH3:61][NH:62][CH3:63]. Product: [OH:1][C:2]1[C:7]2[C@@:8]3([OH:45])[C@@:21]([O:25][CH3:26])([C@H:22]([OH:24])[CH2:23][C:6]=2[CH:5]=[C:4]([CH3:46])[C:3]=1[C:47]([N:62]([CH3:63])[CH3:61])=[O:48])[C:20](=[O:27])[C:19]1[C:10](=[CH:11][C:12]2[C:13](=[O:43])[C:14]([NH:30][CH:31]4[C@H:36]([O:37][CH3:38])[C@H:35]([OH:39])[C@@H:34]([O:40][CH3:41])[C@H:33]([CH3:42])[O:32]4)=[CH:15][C:16](=[O:29])[C:17]=2[C:18]=1[OH:28])[C:9]3=[O:44]. The catalyst class is: 1. (9) Reactant: [Cl:1][C:2]1[CH:3]=[CH:4][C:5]2[N:11]([CH2:12][C:13]3[CH:18]=[CH:17][C:16]([O:19][CH3:20])=[CH:15][C:14]=3[O:21][CH3:22])[C:10](=[O:23])[CH:9]([C:24]([OH:26])=[O:25])[CH2:8][CH:7]([C:27]3[CH:32]=[CH:31][CH:30]=[C:29]([O:33][CH3:34])[C:28]=3[O:35][CH3:36])[C:6]=2[CH:37]=1.C(=O)([O-])[O-].[K+].[K+].I[CH:45]([CH3:47])[CH3:46].O. Product: [Cl:1][C:2]1[CH:3]=[CH:4][C:5]2[N:11]([CH2:12][C:13]3[CH:18]=[CH:17][C:16]([O:19][CH3:20])=[CH:15][C:14]=3[O:21][CH3:22])[C:10](=[O:23])[CH:9]([C:24]([O:26][CH:45]([CH3:47])[CH3:46])=[O:25])[CH2:8][CH:7]([C:27]3[CH:32]=[CH:31][CH:30]=[C:29]([O:33][CH3:34])[C:28]=3[O:35][CH3:36])[C:6]=2[CH:37]=1. The catalyst class is: 9. (10) Reactant: [Cl:1][C:2]1[CH:7]([C:8]2[CH:13]=[CH:12][C:11]([Cl:14])=[CH:10][CH:9]=2)[C:6](Cl)([C:15]2[CH:20]=[CH:19][C:18]([Cl:21])=[CH:17][CH:16]=2)[CH:5]=[N:4][N:3]=1.N1C=CC=CC=1.O.[NH2:30][NH2:31]. Product: [Cl:1][C:2]1[N:3]=[N:4][C:5]([NH:30][NH2:31])=[C:6]([C:15]2[CH:20]=[CH:19][C:18]([Cl:21])=[CH:17][CH:16]=2)[C:7]=1[C:8]1[CH:13]=[CH:12][C:11]([Cl:14])=[CH:10][CH:9]=1. The catalyst class is: 6.